From a dataset of Reaction yield outcomes from USPTO patents with 853,638 reactions. Predict the reaction yield, written as a fraction of the theoretical maximum amount of product (1.0 means a 100% yield; for example, 0.34 means a 34% yield). (1) The reactants are [CH:1]([O:4][C:5]1[CH:6]=[C:7](/[CH:11]=[CH:12]/[CH2:13][C@H:14]([OH:16])[CH3:15])[CH:8]=[N:9][CH:10]=1)([CH3:3])[CH3:2].[C:17]1([CH3:27])[CH:22]=[CH:21][C:20]([S:23](Cl)(=[O:25])=[O:24])=[CH:19][CH:18]=1. The catalyst is N1C=CC=CC=1. The product is [C:17]1([CH3:27])[CH:22]=[CH:21][C:20]([S:23]([O:16][C@@H:14]([CH2:13]/[CH:12]=[CH:11]/[C:7]2[CH:8]=[N:9][CH:10]=[C:5]([O:4][CH:1]([CH3:3])[CH3:2])[CH:6]=2)[CH3:15])(=[O:25])=[O:24])=[CH:19][CH:18]=1. The yield is 0.815. (2) The reactants are C[C:2]1[C:6]2[N:7]=[CH:8][NH:9][C:10](=O)[C:5]=2[S:4][CH:3]=1.C(=O)(O)[O-].[Na+].P(Cl)(Cl)([Cl:19])=O. No catalyst specified. The product is [Cl:19][C:10]1[C:5]2[S:4][CH:3]=[CH:2][C:6]=2[N:7]=[CH:8][N:9]=1. The yield is 0.970.